Predict the reactants needed to synthesize the given product. From a dataset of Full USPTO retrosynthesis dataset with 1.9M reactions from patents (1976-2016). (1) Given the product [N:24]1[CH:25]=[CH:26][CH:27]=[C:22]([N:20]2[CH:21]=[C:17]([C:14]3[N:13]=[C:12]4[C:7](=[O:29])[CH2:8][CH2:9][O:10][C:11]4=[CH:16][CH:15]=3)[CH:18]=[N:19]2)[CH:23]=1, predict the reactants needed to synthesize it. The reactants are: CS(N)(=O)=O.C=[C:7]1[C:12]2=[N:13][C:14]([C:17]3[CH:18]=[N:19][N:20]([C:22]4[CH:23]=[N:24][CH:25]=[CH:26][CH:27]=4)[CH:21]=3)=[CH:15][CH:16]=[C:11]2[O:10][CH2:9][CH2:8]1.S([O-])([O-])=[O:29].[Na+].[Na+].I([O-])(=O)(=O)=O.[Na+]. (2) Given the product [O:1]1[C:6]2[CH:7]=[CH:8][CH:9]=[CH:10][C:5]=2[O:4][CH2:3][C@@H:2]1[CH2:11][O:12][S:26]([C:23]1[CH:24]=[CH:25][C:20]([CH3:30])=[CH:21][CH:22]=1)(=[O:28])=[O:27], predict the reactants needed to synthesize it. The reactants are: [O:1]1[C:6]2[CH:7]=[CH:8][CH:9]=[CH:10][C:5]=2[O:4][CH2:3][C@@H:2]1[CH2:11][OH:12].C(N(CC)CC)C.[C:20]1([CH3:30])[CH:25]=[CH:24][C:23]([S:26](Cl)(=[O:28])=[O:27])=[CH:22][CH:21]=1. (3) Given the product [CH2:11]([O:10][C:8](=[O:9])[C:2]([CH3:37])([CH2:1][CH:23]=[CH:22][C:16]1[CH:21]=[CH:20][CH:19]=[CH:18][CH:17]=1)[C:3]([O:5][CH2:6][CH3:7])=[O:4])[CH3:12], predict the reactants needed to synthesize it. The reactants are: [CH3:1][CH:2]([C:8]([O:10][CH2:11][CH3:12])=[O:9])[C:3]([O:5][CH2:6][CH3:7])=[O:4].[H-].[Na+].[Br-].[C:16]1([C:22]([PH3+])=[C:23](C2C=CC=CC=2)C2C=CC=CC=2)[CH:21]=[CH:20][CH:19]=[CH:18][CH:17]=1.[CH:37](=O)C1C=CC=CC=1. (4) Given the product [CH2:17]([O:16][C:13]1[CH:14]=[CH:15][C:10]([C:8](=[O:9])[CH:7]([Br:24])[CH3:6])=[CH:11][CH:12]=1)[C:18]1[CH:23]=[CH:22][CH:21]=[CH:20][CH:19]=1, predict the reactants needed to synthesize it. The reactants are: O1CCCC1.[CH3:6][CH2:7][C:8]([C:10]1[CH:15]=[CH:14][C:13]([O:16][CH2:17][C:18]2[CH:23]=[CH:22][CH:21]=[CH:20][CH:19]=2)=[CH:12][CH:11]=1)=[O:9].[Br:24]Br.C(=O)([O-])O.[Na+]. (5) Given the product [CH:19]1([C:17]([N:14]2[CH2:15][CH2:16][C@@H:12]([CH2:11][N:6]3[C:5]([C:22]4[CH:27]=[CH:26][C:25]([C:28]5[CH:33]=[CH:32][C:31]([F:34])=[CH:30][CH:29]=5)=[CH:24][CH:23]=4)=[N:4][C:3]4[C:7]3=[N:8][CH:9]=[N:10][C:2]=4[N:39]3[CH2:40][CH2:41][N:36]([CH3:35])[CH2:37][CH2:38]3)[CH2:13]2)=[O:18])[CH2:21][CH2:20]1, predict the reactants needed to synthesize it. The reactants are: Cl[C:2]1[N:10]=[CH:9][N:8]=[C:7]2[C:3]=1[N:4]=[C:5]([C:22]1[CH:27]=[CH:26][C:25]([C:28]3[CH:33]=[CH:32][C:31]([F:34])=[CH:30][CH:29]=3)=[CH:24][CH:23]=1)[N:6]2[CH2:11][C@@H:12]1[CH2:16][CH2:15][N:14]([C:17]([CH:19]2[CH2:21][CH2:20]2)=[O:18])[CH2:13]1.[CH3:35][N:36]1[CH2:41][CH2:40][NH:39][CH2:38][CH2:37]1.